From a dataset of Full USPTO retrosynthesis dataset with 1.9M reactions from patents (1976-2016). Predict the reactants needed to synthesize the given product. (1) Given the product [CH3:12][C:10]([C:14]1[CH:15]=[CH:16][C:17]([CH2:18][N:19]2[C:24](=[O:25])[CH2:23][C:22](=[O:29])[N:7]([C:3]3[CH:4]=[N:5][CH:6]=[CH:1][CH:2]=3)[C:8]2=[O:9])=[CH:20][CH:21]=1)([CH3:13])[CH3:11], predict the reactants needed to synthesize it. The reactants are: [CH:1]1[CH:6]=[N:5][CH:4]=[C:3]([N:7]=[C:8]=[O:9])[CH:2]=1.[C:10]([C:14]1[CH:21]=[CH:20][C:17]([CH2:18][NH2:19])=[CH:16][CH:15]=1)([CH3:13])([CH3:12])[CH3:11].[C:22](OCC)(=[O:29])[CH2:23][C:24](OCC)=[O:25].[O-]CC.[Na+]. (2) Given the product [CH:25]([C:28]1[C:29]([C:2]2[C:11]3[C:6](=[CH:7][CH:8]=[CH:9][CH:10]=3)[C:5]([CH2:12][O:13][C:14]3[CH:19]=[C:18]([CH:20]([CH3:22])[CH3:21])[CH:17]=[CH:16][C:15]=3[CH3:23])=[C:4]([CH3:24])[N:3]=2)=[C:30]2[C:34](=[CH:35][CH:36]=1)[NH:33][N:32]=[CH:31]2)([CH3:27])[CH3:26], predict the reactants needed to synthesize it. The reactants are: Cl[C:2]1[C:11]2[C:6](=[CH:7][CH:8]=[CH:9][CH:10]=2)[C:5]([CH2:12][O:13][C:14]2[CH:19]=[C:18]([CH:20]([CH3:22])[CH3:21])[CH:17]=[CH:16][C:15]=2[CH3:23])=[C:4]([CH3:24])[N:3]=1.[CH:25]([C:28]1[CH:36]=[CH:35][C:34]2[NH:33][N:32]=[CH:31][C:30]=2[C:29]=1B(O)O)([CH3:27])[CH3:26].C([O-])([O-])=O.[Na+].[Na+].O.